Dataset: Reaction yield outcomes from USPTO patents with 853,638 reactions. Task: Predict the reaction yield, written as a fraction of the theoretical maximum amount of product (1.0 means a 100% yield; for example, 0.34 means a 34% yield). (1) The reactants are [H-].[Al+3].[Li+].[H-].[H-].[H-].[Cl:7][C:8]1[CH:13]=[CH:12][CH:11]=[C:10]([Cl:14])[C:9]=1[CH2:15][C:16](O)=[O:17]. The catalyst is C(OCC)C. The product is [Cl:7][C:8]1[CH:13]=[CH:12][CH:11]=[C:10]([Cl:14])[C:9]=1[CH2:15][CH2:16][OH:17]. The yield is 0.850. (2) The reactants are [CH2:1]([OH:3])[CH3:2].[Bi](Br)(Br)Br.O[CH:9]([C:11]1[CH:20]=[CH:19][C:14]([C:15]([O:17][CH3:18])=[O:16])=[CH:13][CH:12]=1)[CH3:10]. The yield is 0.550. The catalyst is ClC(Cl)(Cl)Cl. The product is [CH2:1]([O:3][CH:9]([C:11]1[CH:20]=[CH:19][C:14]([C:15]([O:17][CH3:18])=[O:16])=[CH:13][CH:12]=1)[CH3:10])[CH3:2]. (3) The reactants are [CH3:1][C:2]1[N:6]([C:7]2[CH:12]=[CH:11][CH:10]=[CH:9][CH:8]=2)[N:5]=[C:4]([C:13]([OH:15])=O)[CH:3]=1.CN(C)C=O.C(Cl)(=O)C(Cl)=O.[NH2:27][C:28]1[CH:33]=[CH:32][C:31]([S:34][C:35]2[CH:36]=[CH:37][C:38]3[N:39]([CH:41]=[C:42]([NH:44][C:45]([CH:47]4[CH2:49][CH2:48]4)=[O:46])[N:43]=3)[N:40]=2)=[CH:30][CH:29]=1. The catalyst is CN(C)C(=O)C.O1CCCC1. The product is [CH:47]1([C:45]([NH:44][C:42]2[N:43]=[C:38]3[CH:37]=[CH:36][C:35]([S:34][C:31]4[CH:30]=[CH:29][C:28]([NH:27][C:13]([C:4]5[CH:3]=[C:2]([CH3:1])[N:6]([C:7]6[CH:8]=[CH:9][CH:10]=[CH:11][CH:12]=6)[N:5]=5)=[O:15])=[CH:33][CH:32]=4)=[N:40][N:39]3[CH:41]=2)=[O:46])[CH2:48][CH2:49]1. The yield is 0.640. (4) The reactants are C1(C)C=CC=CC=1.Cl[C:9]1[N:14]=[CH:13][CH:12]=[CH:11][N:10]=1.[CH:15]([C:17]1[CH:18]=[C:19](B(O)O)[CH:20]=[CH:21][CH:22]=1)=[O:16].C([O-])([O-])=O.[K+].[K+]. The catalyst is C1C=CC([P]([Pd]([P](C2C=CC=CC=2)(C2C=CC=CC=2)C2C=CC=CC=2)([P](C2C=CC=CC=2)(C2C=CC=CC=2)C2C=CC=CC=2)[P](C2C=CC=CC=2)(C2C=CC=CC=2)C2C=CC=CC=2)(C2C=CC=CC=2)C2C=CC=CC=2)=CC=1.O.CN(C=O)C. The product is [N:10]1[CH:11]=[CH:12][CH:13]=[N:14][C:9]=1[C:21]1[CH:22]=[C:17]([CH:18]=[CH:19][CH:20]=1)[CH:15]=[O:16]. The yield is 0.390. (5) The reactants are [CH3:1][O:2][C:3]1[CH:4]=[C:5]2[C:10](=[CH:11][C:12]=1[O:13][CH3:14])[N:9]=[CH:8][CH:7]=[C:6]2[O:15][C:16]1[CH:22]=[CH:21][C:19]([NH2:20])=[C:18]([CH3:23])[C:17]=1[CH3:24].C([N:27](CC)CC)C.[C:32](Cl)(Cl)=[S:33].[CH2:36]([N:40]([CH2:45][CH2:46][CH2:47][CH3:48])[CH2:41][CH:42](N)[CH3:43])[CH2:37][CH2:38][CH3:39]. The catalyst is CN(C)C=O.C(OCC)(=O)C. The product is [CH3:1][O:2][C:3]1[CH:4]=[C:5]2[C:10](=[CH:11][C:12]=1[O:13][CH3:14])[N:9]=[CH:8][CH:7]=[C:6]2[O:15][C:16]1[CH:22]=[CH:21][C:19]([NH:20][C:32]([NH:27][CH2:43][CH2:42][CH2:41][N:40]([CH2:36][CH2:37][CH2:38][CH3:39])[CH2:45][CH2:46][CH2:47][CH3:48])=[S:33])=[C:18]([CH3:23])[C:17]=1[CH3:24]. The yield is 0.370.